From a dataset of Forward reaction prediction with 1.9M reactions from USPTO patents (1976-2016). Predict the product of the given reaction. (1) Given the reactants [CH2:1]([O:3][C:4](=[O:25])[CH:5]([O:23][CH3:24])[CH:6]([C:8]1[CH:13]=[CH:12][C:11]([O:14][CH2:15][C:16]2[CH:21]=[CH:20][CH:19]=[CH:18][CH:17]=2)=[C:10]([CH3:22])[CH:9]=1)O)[CH3:2].S(Cl)(C)(=O)=O, predict the reaction product. The product is: [CH2:1]([O:3][C:4](=[O:25])[C:5]([O:23][CH3:24])=[CH:6][C:8]1[CH:13]=[CH:12][C:11]([O:14][CH2:15][C:16]2[CH:17]=[CH:18][CH:19]=[CH:20][CH:21]=2)=[C:10]([CH3:22])[CH:9]=1)[CH3:2]. (2) Given the reactants [BH4-].[CH2:2]([C:9]1[N:10]([CH3:15])[C:11]([SH:14])=[N:12][N:13]=1)[CH2:3][CH2:4][CH2:5][CH2:6][CH2:7][CH3:8].[CH3:16][O:17][C:18](=[O:43])[CH2:19][C:20]1[CH:25]=[CH:24][C:23]([O:26][CH2:27][C:28]2[CH:33]=[CH:32][C:31](I)=[CH:30][C:29]=2[O:35][CH2:36][CH2:37][CH2:38][CH2:39][CH2:40][CH2:41][CH3:42])=[CH:22][CH:21]=1, predict the reaction product. The product is: [CH3:16][O:17][C:18](=[O:43])[CH2:19][C:20]1[CH:21]=[CH:22][C:23]([O:26][CH2:27][C:28]2[CH:33]=[CH:32][C:31]([S:14][C:11]3[N:10]([CH3:15])[C:9]([CH2:2][CH2:3][CH2:4][CH2:5][CH2:6][CH2:7][CH3:8])=[N:13][N:12]=3)=[CH:30][C:29]=2[O:35][CH2:36][CH2:37][CH2:38][CH2:39][CH2:40][CH2:41][CH3:42])=[CH:24][CH:25]=1. (3) Given the reactants N(C(C1CCN(C(OC(C)(C)C)=O)CC1)=[O:4])N.N1C=CC=CC=1C#N.[C:26]1([C:32]2[C:33]([C:44]3[CH:49]=[CH:48][C:47]([CH2:50][N:51]4[CH2:56][CH2:55][CH:54]([C:57]5[N:61]=[C:60]([C:62]6[CH:67]=[CH:66][CH:65]=[CH:64][N:63]=6)[NH:59][N:58]=5)[CH2:53][CH2:52]4)=[CH:46][CH:45]=3)=[N:34][C:35]3[N:36]([N:38]=[C:39]([C:41](N)=[O:42])[CH:40]=3)[CH:37]=2)[CH:31]=[CH:30][CH:29]=[CH:28][CH:27]=1.[BH-](OC(C)=O)(OC(C)=O)OC(C)=O.[Na+], predict the reaction product. The product is: [C:26]1([C:32]2[C:33]([C:44]3[CH:45]=[CH:46][C:47]([CH2:50][N:51]4[CH2:52][CH2:53][CH:54]([C:57]5[N:61]=[C:60]([C:62]6[CH:67]=[CH:66][CH:65]=[CH:64][N:63]=6)[NH:59][N:58]=5)[CH2:55][CH2:56]4)=[CH:48][CH:49]=3)=[N:34][C:35]3[N:36]([N:38]=[C:39]([C:41]([OH:42])=[O:4])[CH:40]=3)[CH:37]=2)[CH:27]=[CH:28][CH:29]=[CH:30][CH:31]=1. (4) Given the reactants [CH2:1]([S:5](Cl)(=[O:7])=[O:6])[CH2:2][CH2:3][CH3:4].[CH3:9][NH:10][CH:11]1[CH:16]2[CH2:17][CH2:18][CH:12]1[CH2:13][N:14]([CH2:19][CH2:20][CH2:21][NH:22][C:23]1[CH:30]=[CH:29][C:26]([C:27]#[N:28])=[CH:25][CH:24]=1)[CH2:15]2.C([O-])([O-])=O.[K+].[K+], predict the reaction product. The product is: [C:27]([C:26]1[CH:25]=[CH:24][C:23]([NH:22][CH2:21][CH2:20][CH2:19][N:14]2[CH2:15][CH:16]3[CH:11]([N:10]([CH3:9])[S:5]([CH2:1][CH2:2][CH2:3][CH3:4])(=[O:7])=[O:6])[CH:12]([CH2:18][CH2:17]3)[CH2:13]2)=[CH:30][CH:29]=1)#[N:28]. (5) Given the reactants [C:1]([O:5][C:6]([N:8]1[CH2:13][CH2:12][N:11]([C:14]2[S:15][C:16]([CH:19]=[C:20]([F:22])[F:21])=[CH:17][N:18]=2)[CH2:10][CH2:9]1)=[O:7])([CH3:4])([CH3:3])[CH3:2].CS(C)=O.O.[F-:28].[K+], predict the reaction product. The product is: [C:1]([O:5][C:6]([N:8]1[CH2:9][CH2:10][N:11]([C:14]2[S:15][C:16]([CH2:19][C:20]([F:28])([F:21])[F:22])=[CH:17][N:18]=2)[CH2:12][CH2:13]1)=[O:7])([CH3:4])([CH3:2])[CH3:3].